This data is from Forward reaction prediction with 1.9M reactions from USPTO patents (1976-2016). The task is: Predict the product of the given reaction. The product is: [OH:22][CH:23]([C:29]1[CH:34]=[CH:33][C:32]([C:35]2[C@@H:36]([CH2:46][CH2:47][CH2:48][C:49]3[S:53][C:52]([C:54]([O:56][CH3:57])=[O:55])=[CH:51][CH:50]=3)[CH2:37][CH2:38][C:39]=2[C:40]#[C:41][Si:42]([CH3:43])([CH3:44])[CH3:45])=[CH:31][CH:30]=1)[CH2:24][CH2:25][CH2:26][CH2:27][CH3:28]. Given the reactants C(C1C(=O)C(Cl)=C(Cl)C(=O)C=1C#N)#N.COC1C=CC(C[O:22][CH:23]([C:29]2[CH:34]=[CH:33][C:32]([C:35]3[C@@H:36]([CH2:46][CH2:47][CH2:48][C:49]4[S:53][C:52]([C:54]([O:56][CH3:57])=[O:55])=[CH:51][CH:50]=4)[CH2:37][CH2:38][C:39]=3[C:40]#[C:41][Si:42]([CH3:45])([CH3:44])[CH3:43])=[CH:31][CH:30]=2)[CH2:24][CH2:25][CH2:26][CH2:27][CH3:28])=CC=1.O.C([O-])(O)=O.[Na+], predict the reaction product.